Dataset: NCI-60 drug combinations with 297,098 pairs across 59 cell lines. Task: Regression. Given two drug SMILES strings and cell line genomic features, predict the synergy score measuring deviation from expected non-interaction effect. Drug 1: CC(C)NC(=O)C1=CC=C(C=C1)CNNC.Cl. Synergy scores: CSS=0.660, Synergy_ZIP=0.0195, Synergy_Bliss=-0.933, Synergy_Loewe=-1.90, Synergy_HSA=-3.36. Cell line: UACC-257. Drug 2: C1C(C(OC1N2C=NC(=NC2=O)N)CO)O.